Dataset: Catalyst prediction with 721,799 reactions and 888 catalyst types from USPTO. Task: Predict which catalyst facilitates the given reaction. (1) Reactant: Cl[C:2]1[C:11]2[C:6](=[C:7]([C:12]3[N:16]=[C:15]([C:17]4[CH:22]=[CH:21][C:20]([O:23][CH:24]([CH3:26])[CH3:25])=[C:19]([Cl:27])[CH:18]=4)[O:14][N:13]=3)[CH:8]=[CH:9][CH:10]=2)[CH:5]=[CH:4][N:3]=1.[NH:28]1[CH2:33][CH2:32][CH:31]([C:34]([O:36][CH2:37][CH3:38])=[O:35])[CH2:30][CH2:29]1. Product: [Cl:27][C:19]1[CH:18]=[C:17]([C:15]2[O:14][N:13]=[C:12]([C:7]3[CH:8]=[CH:9][CH:10]=[C:11]4[C:6]=3[CH:5]=[CH:4][N:3]=[C:2]4[N:28]3[CH2:33][CH2:32][CH:31]([C:34]([O:36][CH2:37][CH3:38])=[O:35])[CH2:30][CH2:29]3)[N:16]=2)[CH:22]=[CH:21][C:20]=1[O:23][CH:24]([CH3:25])[CH3:26]. The catalyst class is: 51. (2) Reactant: [NH2:1][C:2]1[N:7]=[CH:6][N:5]=[C:4]([NH:8][C@H:9]([C:11]2[N:16]([C:17]3[CH:22]=[CH:21][CH:20]=[CH:19][CH:18]=3)[C:15](=[O:23])[C:14]3=[C:24]([CH3:27])[CH:25]=[CH:26][N:13]3[N:12]=2)[CH3:10])[C:3]=1[C:28]1[CH:29]=[N:30][CH:31]=[C:32]([OH:34])[CH:33]=1.[F:35][C:36]([F:40])([F:39])[CH2:37]I.C(=O)([O-])[O-].[K+].[K+]. Product: [NH2:1][C:2]1[N:7]=[CH:6][N:5]=[C:4]([NH:8][C@H:9]([C:11]2[N:16]([C:17]3[CH:18]=[CH:19][CH:20]=[CH:21][CH:22]=3)[C:15](=[O:23])[C:14]3=[C:24]([CH3:27])[CH:25]=[CH:26][N:13]3[N:12]=2)[CH3:10])[C:3]=1[C:28]1[CH:29]=[N:30][CH:31]=[C:32]([O:34][CH2:37][C:36]([F:40])([F:39])[F:35])[CH:33]=1. The catalyst class is: 9. (3) Reactant: [Cl:1][C:2]1[CH:3]=[C:4]([Cl:19])[C:5]2[O:9][C:8]([C:10]3[CH:15]=[CH:14][C:13]([O:16]C)=[CH:12][CH:11]=3)=[CH:7][C:6]=2[CH:18]=1.Cl.N1C=CC=CC=1. Product: [Cl:1][C:2]1[CH:3]=[C:4]([Cl:19])[C:5]2[O:9][C:8]([C:10]3[CH:11]=[CH:12][C:13]([OH:16])=[CH:14][CH:15]=3)=[CH:7][C:6]=2[CH:18]=1. The catalyst class is: 6. (4) Reactant: [N:1]([C:4]1[CH:8]=[CH:7][S:6][C:5]=1[CH:9]=[O:10])=[N+:2]=[N-:3].S(=O)(=O)([OH:13])N.Cl([O-])=O.[Na+].C(=O)([O-])[O-].[Na+].[Na+]. Product: [N:1]([C:4]1[CH:8]=[CH:7][S:6][C:5]=1[C:9]([OH:13])=[O:10])=[N+:2]=[N-:3]. The catalyst class is: 95.